Task: Predict the reactants needed to synthesize the given product.. Dataset: Full USPTO retrosynthesis dataset with 1.9M reactions from patents (1976-2016) (1) Given the product [CH2:1]([N:8]1[CH:12]=[C:11]([CH:13]=[O:14])[C:10]([O:15][CH2:16][C:17]2[CH:22]=[CH:21][CH:20]=[C:19]([O:23][CH2:24][C:25]3[N:26]=[C:27]([C:31]4[CH:32]=[CH:33][CH:34]=[CH:35][CH:36]=4)[O:28][C:29]=3[CH3:30])[CH:18]=2)=[N:9]1)[C:2]1[CH:7]=[CH:6][CH:5]=[CH:4][CH:3]=1, predict the reactants needed to synthesize it. The reactants are: [CH2:1]([N:8]1[CH:12]=[C:11]([CH2:13][OH:14])[C:10]([O:15][CH2:16][C:17]2[CH:22]=[CH:21][CH:20]=[C:19]([O:23][CH2:24][C:25]3[N:26]=[C:27]([C:31]4[CH:36]=[CH:35][CH:34]=[CH:33][CH:32]=4)[O:28][C:29]=3[CH3:30])[CH:18]=2)=[N:9]1)[C:2]1[CH:7]=[CH:6][CH:5]=[CH:4][CH:3]=1. (2) Given the product [F:17][C:15]1[CH:16]=[C:2]2[C:3]([CH2:4][N:5]([CH:6]3[CH2:10][C:9](=[O:11])[NH:8][C:7]3=[O:12])[CH:18]=[N:1]2)=[CH:13][CH:14]=1, predict the reactants needed to synthesize it. The reactants are: [NH2:1][C:2]1[CH:16]=[C:15]([F:17])[CH:14]=[CH:13][C:3]=1[CH2:4][NH:5][CH:6]1[CH2:10][C:9](=[O:11])[NH:8][C:7]1=[O:12].[CH2:18](OC(OCC)OCC)C. (3) Given the product [Br:1][C:2]1[CH:3]=[CH:4][C:5]([C:8]([O:10][CH2:15][CH3:16])=[O:9])=[N:6][CH:7]=1, predict the reactants needed to synthesize it. The reactants are: [Br:1][C:2]1[CH:3]=[CH:4][C:5]([C:8]([OH:10])=[O:9])=[N:6][CH:7]=1.S(Cl)(Cl)=O.[CH2:15](O)[CH3:16]. (4) The reactants are: Cl[C:2]1[C:7](Cl)=[CH:6][CH:5]=[CH:4][C:3]=1[N:9]1[CH2:15][CH2:14][CH2:13][N:12]([CH2:16][CH2:17][CH2:18][CH2:19][O:20][C:21]2[CH:30]=[C:29]3[C:24]([CH:25]=[CH:26][C:27](=[O:31])[NH:28]3)=[CH:23][CH:22]=2)[CH2:11][CH2:10]1.[Na+].[I-].Cl.[CH:35]([O:38]C1C=CC=CC=1N1CCCNCC1)([CH3:37])[CH3:36].C([O-])([O-])=O.[K+].[K+]. Given the product [CH:35]([O:38][C:2]1[CH:7]=[CH:6][CH:5]=[CH:4][C:3]=1[N:9]1[CH2:15][CH2:14][CH2:13][N:12]([CH2:16][CH2:17][CH2:18][CH2:19][O:20][C:21]2[CH:30]=[C:29]3[C:24]([CH2:25][CH2:26][C:27](=[O:31])[NH:28]3)=[CH:23][CH:22]=2)[CH2:11][CH2:10]1)([CH3:37])[CH3:36], predict the reactants needed to synthesize it. (5) Given the product [C:1]([N:4]1[C:13]2[C:8](=[CH:9][C:10]([C:14]3[CH:15]=[N:16][N:17]([CH:19]4[CH2:22][NH:21][CH2:20]4)[CH:18]=3)=[CH:11][CH:12]=2)[N:7]([C:30]([O:44][CH:41]2[CH2:48][C:35]([F:40])([F:39])[CH2:36]2)=[O:32])[CH2:6][C@@H:5]1[CH3:33])(=[O:3])[CH3:2], predict the reactants needed to synthesize it. The reactants are: [C:1]([N:4]1[C:13]2[C:8](=[CH:9][C:10]([C:14]3[CH:15]=[N:16][N:17]([CH:19]4[CH2:22][N:21](C(OC(C)(C)C)=O)[CH2:20]4)[CH:18]=3)=[CH:11][CH:12]=2)[N:7]([C:30]([O-:32])=O)[CH2:6][C@@H:5]1[CH3:33])(=[O:3])[CH3:2].F[C:35]([F:40])([F:39])[C:36](O)=O.[C:41](=[O:44])([O-])[O-].[K+].[K+].Cl[CH2:48]Cl. (6) Given the product [CH:13]1([NH:12][C:4]2[CH:3]=[C:2]([NH:29][C:28]3[CH:27]=[CH:26][C:25]([N:22]4[CH2:23][CH2:24][O:19][CH2:20][CH2:21]4)=[CH:31][CH:30]=3)[N:7]=[CH:6][C:5]=2[CH2:8][C:9]([NH2:11])=[O:10])[CH2:18][CH2:17][CH2:16][CH2:15][CH2:14]1, predict the reactants needed to synthesize it. The reactants are: Cl[C:2]1[N:7]=[CH:6][C:5]([CH2:8][C:9]([NH2:11])=[O:10])=[C:4]([NH:12][CH:13]2[CH2:18][CH2:17][CH2:16][CH2:15][CH2:14]2)[CH:3]=1.[O:19]1[CH2:24][CH2:23][N:22]([C:25]2[CH:31]=[CH:30][C:28]([NH2:29])=[CH:27][CH:26]=2)[CH2:21][CH2:20]1.CS(O)(=O)=O. (7) Given the product [F:7][CH:16]([C:14]1[CH:15]=[N:10][CH:11]=[N:12][CH:13]=1)[C:18]1[CH:19]=[C:20]2[C:25](=[C:26]([CH:28]=[CH2:29])[CH:27]=1)[N:24]=[CH:23][CH:22]=[CH:21]2, predict the reactants needed to synthesize it. The reactants are: C(N(S(F)(F)[F:7])CC)C.[N:10]1[CH:15]=[C:14]([CH:16]([C:18]2[CH:19]=[C:20]3[C:25](=[C:26]([CH:28]=[CH2:29])[CH:27]=2)[N:24]=[CH:23][CH:22]=[CH:21]3)O)[CH:13]=[N:12][CH:11]=1.